Dataset: Full USPTO retrosynthesis dataset with 1.9M reactions from patents (1976-2016). Task: Predict the reactants needed to synthesize the given product. (1) Given the product [CH3:7][CH:8]1[CH:12]([CH3:13])[O:11][C:10]([C:14]2([C:20]3[CH:21]=[C:22]([S:26][C:27]4[CH:28]=[CH:29][C:30]([N:33]5[C:1](=[O:4])[N:36]([CH3:37])[C:35]([CH3:39])=[N:34]5)=[CH:31][CH:32]=4)[CH:23]=[CH:24][CH:25]=3)[CH2:15][CH2:16][O:17][CH2:18][CH2:19]2)=[N:9]1, predict the reactants needed to synthesize it. The reactants are: [C:1](=[O:4])([O-])[O-].[K+].[K+].[CH3:7][CH:8]1[CH:12]([CH3:13])[O:11][C:10]([C:14]2([C:20]3[CH:21]=[C:22]([S:26][C:27]4[CH:32]=[CH:31][C:30]([N:33]5[C:37](=O)[NH:36][C:35]([CH3:39])=[N:34]5)=[CH:29][CH:28]=4)[CH:23]=[CH:24][CH:25]=3)[CH2:19][CH2:18][O:17][CH2:16][CH2:15]2)=[N:9]1.CI. (2) Given the product [C:17]([O:16][C:15](=[O:21])[NH:14][C@H:12]([C:9]1[CH:8]=[CH:7][C:6]([CH:4]([OH:5])[CH2:3][N:2]([CH3:1])[CH3:22])=[CH:11][CH:10]=1)[CH3:13])([CH3:19])([CH3:18])[CH3:20], predict the reactants needed to synthesize it. The reactants are: [CH3:1][N:2]([CH3:22])[CH2:3][C:4]([C:6]1[CH:11]=[CH:10][C:9]([C@@H:12]([NH:14][C:15](=[O:21])[O:16][C:17]([CH3:20])([CH3:19])[CH3:18])[CH3:13])=[CH:8][CH:7]=1)=[O:5].[Na].C(=O)([O-])O.[Na+]. (3) Given the product [CH2:1]([NH:8][C:9]1[N:17]=[CH:16][N:15]=[C:14]2[C:10]=1[NH:11][C:12]([O:27][CH3:28])=[N:13]2)[C:2]1[CH:7]=[CH:6][CH:5]=[CH:4][CH:3]=1, predict the reactants needed to synthesize it. The reactants are: [CH2:1]([NH:8][C:9]1[N:17]=[CH:16][N:15]=[C:14]2[C:10]=1[N:11]=[C:12]([O:27][CH3:28])[N:13]2[C@@H]1O[C@H](CO)[C@@H](O)[C@H]1O)[C:2]1[CH:7]=[CH:6][CH:5]=[CH:4][CH:3]=1.C(NC1N=CN=C2C=1NC(N(C)C)=N2)C1C=CC=CC=1. (4) Given the product [CH3:18][O:19][C:20]1[CH:21]=[C:22]([NH:28][S:29]([C:32]2[CH:33]=[CH:34][C:35]([CH2:38][CH2:39][CH2:40][NH:41][C:42](=[O:51])[CH2:43][S:44][CH2:45][CH2:46][C:47]([O:49][CH3:50])=[O:48])=[CH:36][CH:37]=2)(=[O:30])=[O:31])[CH:23]=[CH:24][C:25]=1[O:26][CH3:27], predict the reactants needed to synthesize it. The reactants are: S1C=CC=C1C[C@@H]1NC2C(=CC=CC=2)NC1=O.[CH3:18][O:19][C:20]1[CH:21]=[C:22]([NH:28][S:29]([C:32]2[CH:37]=[CH:36][C:35]([C:38]#[C:39][CH2:40][NH:41][C:42](=[O:51])[CH2:43][S:44][CH2:45][CH2:46][C:47]([O:49][CH3:50])=[O:48])=[CH:34][CH:33]=2)(=[O:31])=[O:30])[CH:23]=[CH:24][C:25]=1[O:26][CH3:27]. (5) Given the product [CH3:12][O:11][C:7]1[CH:6]=[C:5]([NH:13][C:14]2[CH:19]=[N:18][CH:17]=[C:16]([C:4]3[CH:3]=[CH:8][C:7]([C:36]([C:33]4[CH:34]=[CH:35][C:30]([C:29]([F:40])([F:39])[F:28])=[CH:31][CH:32]=4)=[O:37])=[CH:6][C:5]=3[NH2:13])[N:15]=2)[CH:4]=[C:3]([O:2][CH3:1])[C:8]=1[O:9][CH3:10], predict the reactants needed to synthesize it. The reactants are: [CH3:1][O:2][C:3]1[CH:4]=[C:5]([NH:13][C:14]2[CH:19]=[N:18][CH:17]=[C:16](OC3C=CC(N)=CC=3)[N:15]=2)[CH:6]=[C:7]([O:11][CH3:12])[C:8]=1[O:9][CH3:10].[F:28][C:29]([F:40])([F:39])[C:30]1[CH:35]=[CH:34][C:33]([C:36](Cl)=[O:37])=[CH:32][CH:31]=1.